Dataset: Reaction yield outcomes from USPTO patents with 853,638 reactions. Task: Predict the reaction yield, written as a fraction of the theoretical maximum amount of product (1.0 means a 100% yield; for example, 0.34 means a 34% yield). (1) The reactants are [NH2:1][C:2]1[CH:7]=[CH:6][C:5]([CH2:8][C:9]([O:11][CH3:12])=[O:10])=[CH:4][C:3]=1[Br:13].[Br:14][C:15]1[CH:20]=[CH:19][CH:18]=[CH:17][C:16]=1[N:21]=[C:22]=[O:23].CCN(CC)CC. The catalyst is C1COCC1. The product is [Br:13][C:3]1[CH:4]=[C:5]([CH2:8][C:9]([O:11][CH3:12])=[O:10])[CH:6]=[CH:7][C:2]=1[NH:1][C:22]([NH:21][C:16]1[CH:17]=[CH:18][CH:19]=[CH:20][C:15]=1[Br:14])=[O:23]. The yield is 0.730. (2) The reactants are [OH:1][CH2:2][C:3]1[NH:4][CH:5]=[C:6]([O:10][CH2:11][C:12]2[CH:17]=[CH:16][C:15]([O:18][CH3:19])=[CH:14][CH:13]=2)[C:7](=[O:9])[CH:8]=1.[C:20](Cl)(=[O:22])[CH3:21]. The catalyst is N1C=CC=CC=1. The product is [C:20]([O:1][CH2:2][C:3]1[NH:4][CH:5]=[C:6]([O:10][CH2:11][C:12]2[CH:13]=[CH:14][C:15]([O:18][CH3:19])=[CH:16][CH:17]=2)[C:7](=[O:9])[CH:8]=1)(=[O:22])[CH3:21]. The yield is 0.500. (3) The reactants are [NH:1]1[C:10]2[C:5](=[CH:6][CH:7]=[CH:8][CH:9]=2)[CH2:4][CH2:3][CH2:2]1.[N+:11]([O-])([O-:13])=[O:12].[K+].C([O-])(O)=O.[Na+]. The catalyst is OS(O)(=O)=O. The product is [N+:11]([C:8]1[CH:9]=[C:10]2[C:5]([CH2:4][CH2:3][CH2:2][NH:1]2)=[CH:6][CH:7]=1)([O-:13])=[O:12]. The yield is 0.250. (4) The reactants are [NH2:1][C:2]1[CH:3]=[C:4]2[C:8](=[CH:9][CH:10]=1)[N:7]([CH2:11][CH2:12][N:13]([CH3:15])[CH3:14])[C:6]([CH3:16])=[CH:5]2.[Cl:17][C:18]1[CH:19]=[C:20]([S:25](Cl)(=[O:27])=[O:26])[CH:21]=[C:22]([Cl:24])[CH:23]=1. No catalyst specified. The product is [Cl:24][C:22]1[CH:21]=[C:20]([S:25]([NH:1][C:2]2[CH:3]=[C:4]3[C:8](=[CH:9][CH:10]=2)[N:7]([CH2:11][CH2:12][N:13]([CH3:15])[CH3:14])[C:6]([CH3:16])=[CH:5]3)(=[O:26])=[O:27])[CH:19]=[C:18]([Cl:17])[CH:23]=1. The yield is 0.320. (5) The reactants are [C:1]1([C:27]2[CH:32]=[CH:31][CH:30]=[CH:29][CH:28]=2)[CH:6]=[CH:5][C:4]([C:7]([N:9]2[CH2:13][C:12](=O)[CH2:11][C@H:10]2[C:15]([NH:17][CH2:18][CH:19]([OH:26])[C:20]2[CH:25]=[CH:24][CH:23]=[CH:22][CH:21]=2)=[O:16])=[O:8])=[CH:3][CH:2]=1.[CH3:33][N:34]([CH3:36])[NH2:35]. No catalyst specified. The product is [C:1]1([C:27]2[CH:32]=[CH:31][CH:30]=[CH:29][CH:28]=2)[CH:2]=[CH:3][C:4]([C:7]([N:9]2[CH2:13][C:12](=[N:35][N:34]([CH3:36])[CH3:33])[CH2:11][C@H:10]2[C:15]([NH:17][CH2:18][CH:19]([OH:26])[C:20]2[CH:25]=[CH:24][CH:23]=[CH:22][CH:21]=2)=[O:16])=[O:8])=[CH:5][CH:6]=1. The yield is 0.560.